Dataset: Forward reaction prediction with 1.9M reactions from USPTO patents (1976-2016). Task: Predict the product of the given reaction. Given the reactants [CH3:1]/[CH:2]=[CH:3]/[CH:4]=[CH:5]/[C:6]1[NH:16][C:14](=[O:15])[C:13]2[C:8](=[CH:9][C:10]3[CH2:20][CH2:19][C:18]4([C:29](=[O:30])[C:28]5[C:23](=[C:24]([OH:40])[C:25]6[C:36](=[O:37])[CH:35]=[C:34](OC)[C:32](=[O:33])[C:26]=6[C:27]=5[OH:31])[C:21]4=[O:22])[C:11]=3[C:12]=2[OH:17])[CH:7]=1.[CH2:41]([NH2:48])[C:42]1[CH:47]=[CH:46][CH:45]=[CH:44][CH:43]=1.C(#N)C.O, predict the reaction product. The product is: [OH:31][C:27]1[C:26]2[C:32](=[O:33])[C:34]([NH:48][CH2:41][C:42]3[CH:47]=[CH:46][CH:45]=[CH:44][CH:43]=3)=[CH:35][C:36](=[O:37])[C:25]=2[C:24]([OH:40])=[C:23]2[C:21](=[O:22])[C@:18]3([C:11]4[C:12]([OH:17])=[C:13]5[C:8]([CH:7]=[C:6](/[CH:5]=[CH:4]/[CH:3]=[CH:2]/[CH3:1])[NH:16][C:14]5=[O:15])=[CH:9][C:10]=4[CH2:20][CH2:19]3)[C:29](=[O:30])[C:28]=12.